This data is from Drug-target binding data from BindingDB using IC50 measurements. The task is: Regression. Given a target protein amino acid sequence and a drug SMILES string, predict the binding affinity score between them. We predict pIC50 (pIC50 = -log10(IC50 in M); higher means more potent). Dataset: bindingdb_ic50. (1) The small molecule is CC1(Oc2ccc3[nH]nc(-c4cc(N5CCO[C@H](CO)C5)ncn4)c3c2)CC1. The target protein sequence is HSDSISSLASEREYITSLDLSANELRDIDALSQKCCISVHLEHLEKLELHQNALTSFPQQLCETLKSLTHLDLHSNKFTSFPSYLLKMSCIANLDVSRNDIGPSVVLDPTVKCPTLKQFNLSYNQLSFVPENLTDVVEKLEQLILEGNKISGICSPLRLKELKILNLSKNHISSLSENFLEACPKVESFSARMNFLAAMPFLPPSMTILKLSQNKFSCIPEAILNLPHLRSLDMSSNDIQYLPGPAHWKSLNLRELLFSHNQISILDLSEKAYLWSRVEKLHLSHNKLKEIPPEIGCLENLTSLDVSYNLELRSFPNEMGKLSKIWDLPLDELHLNFDFKHIGCKAKDIIRFLQQRLKKAVPYNRMKLMIVGNTGSGKTTLLQQLMKTKKSDLGMQSATVGIDVKDWPIQIRDKRKRDLVLNVWDFAGREEFYSTHPHFMTQRALYLAVYDLSKGQAEVDAMKPWLFNIKARASSSPVILVGTHLDVSDEKQRKACMSKI.... The pIC50 is 9.1. (2) The target protein (P70181) has sequence MSSTAENGDAVPGKQNEEKTYKKTASSAIKGAIQLGIGYTVGNLTSKPERDVLMQDFYVVESVFLPSEGSNLTPAHHYPDFRFKTYAPLAFRYFRELFGIKPDDYLYSICSEPLIELSNPGASGSLFFLTSDDEFIIKTVQHKEAEFLQKLLPGYYMNLNQNPRTLLPKFYGLYCMQSGGINIRIVVMNNVLPRAMRMHLTYDLKGSTYKRRASRKEREKPNPTFKDLDFLQDMHEGLYFDTETYNALMKTLQRDCRVLESFKIMDYSLLLGIHILDHSLKDKEEEPLQNVPDAKRPGMQKVLYSTAMESIQGPGKSADGIIAENPDTMGGIPAKSHKGEKLLLFMGIIDILQSYRLMKKLEHSWKALVYDGDTVSVHRPSFYADRFLKFMNSRVFKKIQALKASPSKKRCNSIAALKATSQEIVSSISQEWKDEKRDLLTEGQSFSSLDEEALGSRHRPDLVPSTPSLFEAASLATTISSSSLYVGEHYPHDRTTLYSN.... The compound is C[C@H](Nc1ncnc2[nH]cnc12)c1nc2ccc(F)cc2c(=O)n1-c1ccccc1. The pIC50 is 5.0. (3) The drug is Cc1cccc(C(=O)Nc2ccc3c(c2)C[C@@H](NCC2CCOC2)C3)c1-c1ccc(C(F)(F)F)cc1. The target protein (P56726) has sequence MAAGRPVRGPELAPRRLLQLLLLVLLGGPGRGAALSGNVTGPGPHSASGSSRRDVPVTSPPPPLLSHCGRAAHCEPLRYNVCLGSALPYGATTTLLAGDSDSQEEAHGKLVLWSGLRNAPRCWAVIQPLLCAVYMPKCENDRVELPSRTLCQATRGPCAIVERERGWPDFLRCTPDHFPEGCPNEVQNIKFNSSGQCEAPLVRTDNPKSWYEDVEGCGIQCQNPLFTEAEHQDMHSYIAAFGAVTGLCTLFTLATFVADWRNSNRYPAVILFYVNACFFVGSIGWLAQFMDGARREIVCRADGTMRFGEPTSSETLSCVIIFVIVYYALMAGVVWFVVLTYAWHTSFKALGTTYQPLSGKTSYFHLLTWSLPFVLTVAILAVAQVDGDSVSGICFVGYKNYRYRAGFVLAPIGLVLIVGGYFLIRGVMTLFSIKSNHPGLLSEKAASKINETMLRLGIFGFLAFGFVLITFSCHFYDFFNQAEWERSFRDYVLCQANVTI.... The pIC50 is 4.8.